From a dataset of NCI-60 drug combinations with 297,098 pairs across 59 cell lines. Regression. Given two drug SMILES strings and cell line genomic features, predict the synergy score measuring deviation from expected non-interaction effect. (1) Drug 1: C1CCC(C(C1)N)N.C(=O)(C(=O)[O-])[O-].[Pt+4]. Drug 2: C1CN(P(=O)(OC1)NCCCl)CCCl. Cell line: NCI-H522. Synergy scores: CSS=-7.48, Synergy_ZIP=-23.5, Synergy_Bliss=-50.9, Synergy_Loewe=-63.8, Synergy_HSA=-62.9. (2) Drug 1: C1=C(C(=O)NC(=O)N1)F. Drug 2: CC1C(C(=O)NC(C(=O)N2CCCC2C(=O)N(CC(=O)N(C(C(=O)O1)C(C)C)C)C)C(C)C)NC(=O)C3=C4C(=C(C=C3)C)OC5=C(C(=O)C(=C(C5=N4)C(=O)NC6C(OC(=O)C(N(C(=O)CN(C(=O)C7CCCN7C(=O)C(NC6=O)C(C)C)C)C)C(C)C)C)N)C. Cell line: SR. Synergy scores: CSS=77.4, Synergy_ZIP=2.48, Synergy_Bliss=-0.556, Synergy_Loewe=-2.83, Synergy_HSA=2.35.